This data is from Reaction yield outcomes from USPTO patents with 853,638 reactions. The task is: Predict the reaction yield, written as a fraction of the theoretical maximum amount of product (1.0 means a 100% yield; for example, 0.34 means a 34% yield). The reactants are Cl[C:2]1[N:6]([CH2:7][CH2:8][CH2:9][C:10]([O:12][CH2:13][CH3:14])=[O:11])[C:5]2[C:15]([CH:20]([CH2:23][CH3:24])[CH2:21][CH3:22])=[CH:16][CH:17]=[C:18]([Cl:19])[C:4]=2[N:3]=1.[Br:25][C:26]1[CH:32]=[C:31]([O:33][C:34]([F:37])([F:36])[F:35])[CH:30]=[CH:29][C:27]=1[NH2:28].O.C1(C)C=CC(S(O)(=O)=O)=CC=1.C(=O)([O-])O.[Na+]. The catalyst is C1(C)C(C)=CC=CC=1. The product is [Br:25][C:26]1[CH:32]=[C:31]([O:33][C:34]([F:36])([F:37])[F:35])[CH:30]=[CH:29][C:27]=1[NH:28][C:2]1[N:6]([CH2:7][CH2:8][CH2:9][C:10]([O:12][CH2:13][CH3:14])=[O:11])[C:5]2[C:15]([CH:20]([CH2:23][CH3:24])[CH2:21][CH3:22])=[CH:16][CH:17]=[C:18]([Cl:19])[C:4]=2[N:3]=1. The yield is 0.290.